Dataset: Merck oncology drug combination screen with 23,052 pairs across 39 cell lines. Task: Regression. Given two drug SMILES strings and cell line genomic features, predict the synergy score measuring deviation from expected non-interaction effect. (1) Drug 1: O=c1[nH]cc(F)c(=O)[nH]1. Drug 2: N#Cc1ccc(Cn2cncc2CN2CCN(c3cccc(Cl)c3)C(=O)C2)cc1. Cell line: UWB1289BRCA1. Synergy scores: synergy=12.5. (2) Drug 1: COC12C(COC(N)=O)C3=C(C(=O)C(C)=C(N)C3=O)N1CC1NC12. Drug 2: Cn1cc(-c2cnn3c(N)c(Br)c(C4CCCNC4)nc23)cn1. Cell line: COLO320DM. Synergy scores: synergy=24.3. (3) Cell line: LNCAP. Synergy scores: synergy=2.17. Drug 2: CC(C)CC(NC(=O)C(Cc1ccccc1)NC(=O)c1cnccn1)B(O)O. Drug 1: COc1cc(C2c3cc4c(cc3C(OC3OC5COC(C)OC5C(O)C3O)C3COC(=O)C23)OCO4)cc(OC)c1O. (4) Drug 1: CCN(CC)CCNC(=O)c1c(C)[nH]c(C=C2C(=O)Nc3ccc(F)cc32)c1C. Drug 2: CC(C)CC(NC(=O)C(Cc1ccccc1)NC(=O)c1cnccn1)B(O)O. Cell line: MSTO. Synergy scores: synergy=24.2. (5) Drug 1: COC1=C2CC(C)CC(OC)C(O)C(C)C=C(C)C(OC(N)=O)C(OC)C=CC=C(C)C(=O)NC(=CC1=O)C2=O. Drug 2: CNC(=O)c1cc(Oc2ccc(NC(=O)Nc3ccc(Cl)c(C(F)(F)F)c3)cc2)ccn1. Cell line: RPMI7951. Synergy scores: synergy=-11.8. (6) Drug 1: CN(C)C(=N)N=C(N)N. Drug 2: CCN(CC)CCNC(=O)c1c(C)[nH]c(C=C2C(=O)Nc3ccc(F)cc32)c1C. Cell line: DLD1. Synergy scores: synergy=5.52. (7) Drug 1: CCC1(O)CC2CN(CCc3c([nH]c4ccccc34)C(C(=O)OC)(c3cc4c(cc3OC)N(C)C3C(O)(C(=O)OC)C(OC(C)=O)C5(CC)C=CCN6CCC43C65)C2)C1. Drug 2: CS(=O)(=O)CCNCc1ccc(-c2ccc3ncnc(Nc4ccc(OCc5cccc(F)c5)c(Cl)c4)c3c2)o1. Cell line: COLO320DM. Synergy scores: synergy=6.42.